From a dataset of Catalyst prediction with 721,799 reactions and 888 catalyst types from USPTO. Predict which catalyst facilitates the given reaction. (1) Reactant: [CH:1]([O-])([O-])OCC.[NH2:7][CH2:8][CH2:9][NH:10][CH2:11][CH2:12][CH2:13][Si:14]([O:21][CH2:22][CH3:23])([O:18][CH2:19][CH3:20])[O:15][CH2:16][CH3:17]. Product: [CH2:19]([O:18][Si:14]([O:21][CH2:22][CH3:23])([O:15][CH2:16][CH3:17])[CH2:13][CH2:12][CH2:11][N:10]1[CH2:9][CH2:8][N:7]=[CH:1]1)[CH3:20]. The catalyst class is: 8. (2) Reactant: [Cl:1][C:2]1[CH:3]=[CH:4][C:5]2[N:6]([C:8]([C:12]([NH2:14])=O)=[C:9]([CH3:11])[N:10]=2)[N:7]=1.N1C=CC=CC=1.FC(F)(F)C(OC(=O)C(F)(F)F)=O.C(=O)(O)[O-].[Na+]. Product: [Cl:1][C:2]1[CH:3]=[CH:4][C:5]2[N:6]([C:8]([C:12]#[N:14])=[C:9]([CH3:11])[N:10]=2)[N:7]=1. The catalyst class is: 7.